Dataset: Experimentally validated miRNA-target interactions with 360,000+ pairs, plus equal number of negative samples. Task: Binary Classification. Given a miRNA mature sequence and a target amino acid sequence, predict their likelihood of interaction. The miRNA is hsa-miR-6511b-5p with sequence CUGCAGGCAGAAGUGGGGCUGACA. The protein sequence of the target gene is MQSESGIVPDFEVGEEFHEEPKTYYELKSQPLKSSSSAEHPGASKPPISSSSMTSRILLRQQLMREQMQEQERREQQQKLQAAQFMQQRVPVSQTPAINVSVPTTLPSATQVPMEVLKVQTHLENPTKYHIQQAQRQQVKQYLSTTLANKHANQVLSLPCPNQPGDHVMPPVPGSSAPNSPMAMLTLNSNCEKEGFYKFEEQNRAESECPGMNTHSRASCMQMDDVIDDIISLESSYNEEILGLMDPALQMANTLPVSGNLIDLYGNQGLPPPGLTISNSCPANLPNIKRELTACIFPTE.... Result: 0 (no interaction).